This data is from Catalyst prediction with 721,799 reactions and 888 catalyst types from USPTO. The task is: Predict which catalyst facilitates the given reaction. (1) Reactant: [F:1][C:2]1[CH:7]=[C:6]([NH:8][C:9]2[N:17]=[C:16]3[C:12]([N:13]=[CH:14][NH:15]3)=[C:11]([N:18]3[CH2:24][CH2:23][C:22]4[N:25]=[CH:26][NH:27][C:21]=4[CH2:20][CH2:19]3)[N:10]=2)[CH:5]=[CH:4][C:3]=1[NH:28][CH:29]1[CH2:34][CH2:33][NH:32][CH2:31][CH2:30]1.ClC1N=C2C(N=CN2)=C(N2CCC3N=CNC=3C2)N=1.NC1C=CC(NC2CCN(C(OC(C)(C)C)=O)CC2)=C(F)C=1.[F:76][C:77]([F:88])([F:87])[CH2:78]OS(C(F)(F)F)(=O)=O.C(=O)([O-])[O-].[K+].[K+]. Product: [F:1][C:2]1[CH:7]=[C:6]([NH:8][C:9]2[N:17]=[C:16]3[C:12]([N:13]=[CH:14][NH:15]3)=[C:11]([N:18]3[CH2:19][CH2:20][C:21]4[N:27]=[CH:26][NH:25][C:22]=4[CH2:23][CH2:24]3)[N:10]=2)[CH:5]=[CH:4][C:3]=1[NH:28][CH:29]1[CH2:34][CH2:33][N:32]([CH2:78][C:77]([F:88])([F:87])[F:76])[CH2:31][CH2:30]1. The catalyst class is: 9. (2) Reactant: [Cl-].[C:2]1([S+:8]([C:15]2[CH:20]=[CH:19][CH:18]=[CH:17][CH:16]=2)[C:9]2[CH:14]=[CH:13][CH:12]=[CH:11][CH:10]=2)[CH:7]=[CH:6][CH:5]=[CH:4][CH:3]=1.[C:21]([O:29][CH:30]([C:38]([F:41])([F:40])[F:39])[C:31]([F:37])([F:36])[S:32]([O-:35])(=[O:34])=[O:33])(=[O:28])[C:22]1[CH:27]=[CH:26][CH:25]=[CH:24][CH:23]=1.[Na+]. Product: [C:21]([O:29][CH:30]([C:38]([F:40])([F:41])[F:39])[C:31]([F:36])([F:37])[S:32]([O-:35])(=[O:34])=[O:33])(=[O:28])[C:22]1[CH:23]=[CH:24][CH:25]=[CH:26][CH:27]=1.[C:15]1([S+:8]([C:2]2[CH:3]=[CH:4][CH:5]=[CH:6][CH:7]=2)[C:9]2[CH:14]=[CH:13][CH:12]=[CH:11][CH:10]=2)[CH:16]=[CH:17][CH:18]=[CH:19][CH:20]=1. The catalyst class is: 4. (3) Reactant: Cl[CH2:2][C:3]([NH:5][C:6]1[S:7][C:8]2[N:9]=[C:10]([NH:15][C:16]3[CH:17]=[C:18]([NH:23][C:24](=[O:36])[C:25]4[CH:30]=[CH:29][CH:28]=[C:27]([C:31]([C:34]#[N:35])([CH3:33])[CH3:32])[CH:26]=4)[CH:19]=[CH:20][C:21]=3[CH3:22])[N:11]=[CH:12][C:13]=2[N:14]=1)=[O:4].CN(C)C=O.C(N(CC)CC)C.Cl.[F:50][C:51]1([F:57])[CH2:56][CH2:55][NH:54][CH2:53][CH2:52]1. Product: [C:34]([C:31]([C:27]1[CH:26]=[C:25]([CH:30]=[CH:29][CH:28]=1)[C:24]([NH:23][C:18]1[CH:19]=[CH:20][C:21]([CH3:22])=[C:16]([NH:15][C:10]2[N:11]=[CH:12][C:13]3[N:14]=[C:6]([NH:5][C:3](=[O:4])[CH2:2][N:54]4[CH2:55][CH2:56][C:51]([F:57])([F:50])[CH2:52][CH2:53]4)[S:7][C:8]=3[N:9]=2)[CH:17]=1)=[O:36])([CH3:33])[CH3:32])#[N:35]. The catalyst class is: 30. (4) The catalyst class is: 2. Reactant: [C:1]1([P:7]([C:14]2[CH:19]=[CH:18][CH:17]=[CH:16][CH:15]=2)[C:8]2[CH:13]=[CH:12][CH:11]=[CH:10][CH:9]=2)[CH:6]=[CH:5][CH:4]=[CH:3][CH:2]=1.[N+:20]([C:23]1[CH:30]=[CH:29][C:26]([CH2:27][Br:28])=[CH:25][CH:24]=1)([O-:22])=[O:21]. Product: [Br-:28].[N+:20]([C:23]1[CH:30]=[CH:29][C:26]([CH2:27][P+:7]([C:1]2[CH:2]=[CH:3][CH:4]=[CH:5][CH:6]=2)([C:8]2[CH:13]=[CH:12][CH:11]=[CH:10][CH:9]=2)[C:14]2[CH:15]=[CH:16][CH:17]=[CH:18][CH:19]=2)=[CH:25][CH:24]=1)([O-:22])=[O:21]. (5) Reactant: [N:1]1([CH2:6][C:7]2[CH:12]=[CH:11][C:10]([C:13]3[CH:17]=[C:16]([CH2:18][CH:19]([CH3:21])[CH3:20])[S:15][C:14]=3[S:22]([NH2:25])(=[O:24])=[O:23])=[CH:9][CH:8]=2)[CH:5]=[CH:4][N:3]=[CH:2]1.N1(C2C=CC=CN=2)CCCC1.Cl[C:38]([O:40][CH:41]([CH3:43])[CH3:42])=[O:39]. Product: [CH:41]([O:40][C:38]([NH:25][S:22]([C:14]1[S:15][C:16]([CH2:18][CH:19]([CH3:21])[CH3:20])=[CH:17][C:13]=1[C:10]1[CH:11]=[CH:12][C:7]([CH2:6][N:1]2[CH:5]=[CH:4][N:3]=[CH:2]2)=[CH:8][CH:9]=1)(=[O:24])=[O:23])=[O:39])([CH3:43])[CH3:42]. The catalyst class is: 17.